This data is from Reaction yield outcomes from USPTO patents with 853,638 reactions. The task is: Predict the reaction yield, written as a fraction of the theoretical maximum amount of product (1.0 means a 100% yield; for example, 0.34 means a 34% yield). (1) The reactants are [CH2:1]([S:8]([NH:11][C@@H:12]([C:17]([NH:19][C@H:20]([C:25]([NH:27][CH2:28][C:29]1[CH:34]=[CH:33][C:32]([C:35]([NH2:37])=[NH:36])=[CH:31][CH:30]=1)=[O:26])[CH2:21][CH2:22][S:23][CH3:24])=[O:18])[C@@H:13]([CH2:15][CH3:16])[CH3:14])(=[O:10])=[O:9])[C:2]1[CH:7]=[CH:6][CH:5]=[CH:4][CH:3]=1.C(N(CC)CC)C.[C:45](=O)([O:51]C(C)(C)C)[O:46][C:47]([CH3:50])([CH3:49])[CH3:48].C(OCC)(=O)C. The catalyst is CN(C)C=O. The product is [CH2:1]([S:8]([NH:11][C@@H:12]([C:17]([NH:19][C@H:20]([C:25]([NH:27][CH2:28][C:29]1[CH:30]=[CH:31][C:32](/[C:35](/[NH2:37])=[N:36]\[C:45]([O:46][C:47]([CH3:50])([CH3:49])[CH3:48])=[O:51])=[CH:33][CH:34]=1)=[O:26])[CH2:21][CH2:22][S:23][CH3:24])=[O:18])[C@@H:13]([CH2:15][CH3:16])[CH3:14])(=[O:9])=[O:10])[C:2]1[CH:3]=[CH:4][CH:5]=[CH:6][CH:7]=1. The yield is 0.760. (2) The reactants are [BH4-].[Na+].[Li+].[Cl-].C([O:7][C:8]([CH2:10][CH:11]1[CH2:16][CH2:15][N:14]([C:17]([O:19][C:20]([CH3:23])([CH3:22])[CH3:21])=[O:18])[CH2:13][C:12]1([CH3:25])[CH3:24])=O)C. The catalyst is CCO.C1COCC1. The product is [OH:7][CH2:8][CH2:10][CH:11]1[CH2:16][CH2:15][N:14]([C:17]([O:19][C:20]([CH3:23])([CH3:22])[CH3:21])=[O:18])[CH2:13][C:12]1([CH3:25])[CH3:24]. The yield is 0.590.